From a dataset of Forward reaction prediction with 1.9M reactions from USPTO patents (1976-2016). Predict the product of the given reaction. (1) Given the reactants I[C:2]1[CH:7]=[CH:6][CH:5]=[CH:4][C:3]=1[S:8]([CH3:10])=[O:9].[F:11][C:12]1[CH:17]=[CH:16][C:15]([C:18]2[CH:19]=[C:20]3[C:25](=[CH:26][CH:27]=2)[CH:24]=[C:23]([S:28]([O-:30])=[O:29])[CH:22]=[CH:21]3)=[CH:14][CH:13]=1.[Na+], predict the reaction product. The product is: [F:11][C:12]1[CH:17]=[CH:16][C:15]([C:18]2[CH:27]=[CH:26][C:25]3[C:20](=[CH:21][CH:22]=[C:23]([S:28]([C:2]4[CH:7]=[CH:6][CH:5]=[CH:4][C:3]=4[S:8]([CH3:10])=[O:9])(=[O:30])=[O:29])[CH:24]=3)[CH:19]=2)=[CH:14][CH:13]=1. (2) Given the reactants [OH:1][CH2:2][CH2:3][O:4][C:5]1[CH:39]=[CH:38][C:8]([O:9][CH2:10][CH2:11][CH2:12][CH:13]2[C:22]3[C:17](=[CH:18][C:19]([O:23][CH2:24][O:25][CH3:26])=[CH:20][CH:21]=3)[S:16][CH2:15][C:14]2([C:28]2[CH:33]=[CH:32][C:31]([O:34][CH2:35][O:36][CH3:37])=[CH:30][CH:29]=2)[CH3:27])=[CH:7][CH:6]=1.C(N(CC)CC)C.[CH3:47][S:48](Cl)(=[O:50])=[O:49].[Cl-].[NH4+], predict the reaction product. The product is: [CH3:47][S:48]([O:1][CH2:2][CH2:3][O:4][C:5]1[CH:39]=[CH:38][C:8]([O:9][CH2:10][CH2:11][CH2:12][CH:13]2[C:22]3[C:17](=[CH:18][C:19]([O:23][CH2:24][O:25][CH3:26])=[CH:20][CH:21]=3)[S:16][CH2:15][C:14]2([C:28]2[CH:33]=[CH:32][C:31]([O:34][CH2:35][O:36][CH3:37])=[CH:30][CH:29]=2)[CH3:27])=[CH:7][CH:6]=1)(=[O:50])=[O:49]. (3) Given the reactants Cl[C:2]1[C:7]([N+:8]([O-:10])=[O:9])=[CH:6][N:5]=[C:4]2[CH2:11][CH2:12][CH2:13][C:3]=12.[C:14]([O:18][C:19](=[O:31])[NH:20][C@H:21]1[CH2:26][C@@H:25]([C:27]([F:30])([F:29])[F:28])[CH2:24][NH:23][CH2:22]1)([CH3:17])([CH3:16])[CH3:15].CCN(C(C)C)C(C)C, predict the reaction product. The product is: [C:14]([O:18][C:19](=[O:31])[NH:20][CH:21]1[CH2:26][CH:25]([C:27]([F:28])([F:29])[F:30])[CH2:24][N:23]([C:2]2[C:7]([N+:8]([O-:10])=[O:9])=[CH:6][N:5]=[C:4]3[CH2:11][CH2:12][CH2:13][C:3]=23)[CH2:22]1)([CH3:17])([CH3:15])[CH3:16].